Dataset: Full USPTO retrosynthesis dataset with 1.9M reactions from patents (1976-2016). Task: Predict the reactants needed to synthesize the given product. (1) Given the product [N:3]1[CH:8]=[CH:7][CH:6]=[CH:5][C:4]=1[C:9]#[C:10][C:11]1[CH:12]=[C:13]([CH:18]=[CH:19][C:20]=1[C:21]([F:22])([F:23])[F:24])[C:14]([OH:16])=[O:15], predict the reactants needed to synthesize it. The reactants are: [OH-].[Na+].[N:3]1[CH:8]=[CH:7][CH:6]=[CH:5][C:4]=1[C:9]#[C:10][C:11]1[CH:12]=[C:13]([CH:18]=[CH:19][C:20]=1[C:21]([F:24])([F:23])[F:22])[C:14]([O:16]C)=[O:15].Cl.[Cl-].[Na+]. (2) Given the product [CH2:21]([O:23][C:24](=[O:43])[CH2:25][CH:26]1[C:34]2[N:30]([C:31]3[N:38]=[CH:37][CH:36]=[C:35]([S:39]([CH3:42])(=[O:41])=[O:40])[C:32]=3[C:33]=2[S:12][C:13]2[CH:14]=[CH:15][C:16]([Cl:19])=[CH:17][CH:18]=2)[CH2:29][CH2:28][CH2:27]1)[CH3:22], predict the reactants needed to synthesize it. The reactants are: ClCCCl.[CH:14]1[C:13]([S:12][S:12][C:13]2[CH:18]=[CH:17][C:16]([Cl:19])=[CH:15][CH:14]=2)=[CH:18][CH:17]=[C:16]([Cl:19])[CH:15]=1.[CH2:21]([O:23][C:24](=[O:43])[CH2:25][CH:26]1[C:34]2[N:30]([C:31]3[N:38]=[CH:37][CH:36]=[C:35]([S:39]([CH3:42])(=[O:41])=[O:40])[C:32]=3[CH:33]=2)[CH2:29][CH2:28][CH2:27]1)[CH3:22].C([O-])(O)=O.[Na+]. (3) Given the product [C:1]([C:4]1[CH:11]=[CH:10][C:7]([C:8]#[N:9])=[C:6]([O:29][C:26]2[CH:27]=[CH:28][C:23]([O:22][CH2:21][CH2:20][O:19][CH:16]3[CH2:17][CH2:18][O:13][CH2:14][CH2:15]3)=[CH:24][CH:25]=2)[CH:5]=1)(=[O:3])[CH3:2], predict the reactants needed to synthesize it. The reactants are: [C:1]([C:4]1[CH:11]=[CH:10][C:7]([C:8]#[N:9])=[C:6](F)[CH:5]=1)(=[O:3])[CH3:2].[O:13]1[CH2:18][CH2:17][CH:16]([O:19][CH2:20][CH2:21][O:22][C:23]2[CH:28]=[CH:27][C:26]([OH:29])=[CH:25][CH:24]=2)[CH2:15][CH2:14]1. (4) Given the product [CH2:1]([O:49][C:48](=[O:50])[CH2:47][C@H:40]([C:41]1[CH:46]=[CH:45][CH:44]=[CH:43][CH:42]=1)[NH2:39])[CH3:2], predict the reactants needed to synthesize it. The reactants are: [C:1]1(C2C=NC(=O)C(=O)C=2C2C=CC=CC=2)C=CC=C[CH:2]=1.C1OCCOCCOCCOCCOCCOC1.[NH2:39][C@H:40]([CH2:47][C:48]([OH:50])=[O:49])[C:41]1[CH:46]=[CH:45][CH:44]=[CH:43][CH:42]=1.